This data is from Drug-target binding data from BindingDB using IC50 measurements. The task is: Regression. Given a target protein amino acid sequence and a drug SMILES string, predict the binding affinity score between them. We predict pIC50 (pIC50 = -log10(IC50 in M); higher means more potent). Dataset: bindingdb_ic50. (1) The drug is NCc1ccc(CS(N)(=O)=O)cc1. The target protein sequence is MAHHHHHHSRAWRHPQFGGHHHHHHALEVLFQGPLGSMEDFVRQCFNPMIVELAEKAMKEYGEDPKIETNKFAAICTHLEVCFMYSDFHFIDERGESIIVESGDPNALLKHRFEIIEGRDRIMAWTVVNSICNTTGVEKPKFLPDLYDYKENRFIEIGVTRREVHIYYLEKANKIKSEKTHIHIFSFTGEEMATKADYTLDEESRARIKTRLFTIRQEMASRSLWDSFRQSERGEETVEER. The pIC50 is 3.3. (2) The drug is COc1cc(O)c2c(c1)CCCC(=O)C(=O)C(O)CCC[C@H](C)OC2=O. The target protein (Q15118) has sequence MRLARLLRGAALAGPGPGLRAAGFSRSFSSDSGSSPASERGVPGQVDFYARFSPSPLSMKQFLDFGSVNACEKTSFMFLRQELPVRLANIMKEISLLPDNLLRTPSVQLVQSWYIQSLQELLDFKDKSAEDAKAIYDFTDTVIRIRNRHNDVIPTMAQGVIEYKESFGVDPVTSQNVQYFLDRFYMSRISIRMLLNQHSLLFGGKGKGSPSHRKHIGSINPNCNVLEVIKDGYENARRLCDLYYINSPELELEELNAKSPGQPIQVVYVPSHLYHMVFELFKNAMRATMEHHANRGVYPPIQVHVTLGNEDLTVKMSDRGGGVPLRKIDRLFNYMYSTAPRPRVETSRAVPLAGFGYGLPISRLYAQYFQGDLKLYSLEGYGTDAVIYIKALSTDSIERLPVYNKAAWKHYNTNHEADDWCVPSREPKDMTTFRSA. The pIC50 is 5.0. (3) The compound is CC(=O)Nc1cccc(CNC(=O)C2CCN([C@H](C)c3cccc4ccccc34)CC2)c1. The target protein (Q9Y2K6) has sequence MGDSRDLCPHLDSIGEVTKEDLLLKSKGTCQSCGVTGPNLWACLQVACPYVGCGESFADHSTIHAQAKKHNLTVNLTTFRLWCYACEKEVFLEQRLAAPLLGSSSKFSEQDSPPPSHPLKAVPIAVADEGESESEDDDLKPRGLTGMKNLGNSCYMNAALQALSNCPPLTQFFLECGGLVRTDKKPALCKSYQKLVSEVWHKKRPSYVVPTSLSHGIKLVNPMFRGYAQQDTQEFLRCLMDQLHEELKEPVVATVALTEARDSDSSDTDEKREGDRSPSEDEFLSCDSSSDRGEGDGQGRGGGSSQAETELLIPDEAGRAISEKERMKDRKFSWGQQRTNSEQVDEDADVDTAMAALDDQPAEAQPPSPRSSSPCRTPEPDNDAHLRSSSRPCSPVHHHEGHAKLSSSPPRASPVRMAPSYVLKKAQVLSAGSRRRKEQRYRSVISDIFDGSILSLVQCLTCDRVSTTVETFQDLSLPIPGKEDLAKLHSAIYQNVPAKP.... The pIC50 is 4.0. (4) The drug is CC(=O)N1CCN(c2ccc(OC[C@H]3CO[C@@](Cn4ccnc4)(c4ccc(Cl)cc4Cl)O3)cc2)CC1. The target protein (P08683) has sequence MDPVLVLVLTLSSLLLLSLWRQSFGRGKLPPGPTPLPIIGNTLQIYMKDIGQSIKKFSKVYGPIFTLYLGMKPFVVLHGYEAVKEALVDLGEEFSGRGSFPVSERVNKGLGVIFSNGMQWKEIRRFSIMTLRTFGMGKRTIEDRIQEEAQCLVEELRKSKGAPFDPTFILGCAPCNVICSIIFQNRFDYKDPTFLNLMHRFNENFRLFSSPWLQVCNTFPAIIDYFPGSHNQVLKNFFYIKNYVLEKVKEHQESLDKDNPRDFIDCFLNKMEQEKHNPQSEFTLESLVATVTDMFGAGTETTSTTLRYGLLLLLKHVDVTAKVQEEIERVIGRNRSPCMKDRSQMPYTDAVVHEIQRYIDLVPTNLPHLVTRDIKFRNYFIPKGTNVIVSLSSILHDDKEFPNPEKFDPGHFLDERGNFKKSDYFMPFSAGKRICAGEALARTELFLFFTTILQNFNLKSLVDVKDIDTTPAISGFGHLPPFYEACFIPVQRADSLSSHL.... The pIC50 is 4.5. (5) The compound is CCCC[C@H]1CN(c2cccc(Cl)c2)C(=O)CN1Cc1cncn1Cc1ccc(C#N)cc1. The target protein (P49356) has sequence MASPSSFTYYCPPSSSPVWSEPLYSLRPEHARERLQDDSVETVTSIEQAKVEEKIQEVFSSYKFNHLVPRLVLQREKHFHYLKRGLRQLTDAYECLDASRPWLCYWILHSLELLDEPIPQIVATDVCQFLELCQSPEGGFGGGPGQYPHLAPTYAAVNALCIIGTEEAYDIINREKLLQYLYSLKQPDGSFLMHVGGEVDVRSAYCAASVASLTNIITPDLFEGTAEWIARCQNWEGGIGGVPGMEAHGGYTFCGLAALVILKRERSLNLKSLLQWVTSRQMRFEGGFQGRCNKLVDGCYSFWQAGLLPLLHRALHAQGDPALSMSHWMFHQQALQEYILMCCQCPAGGLLDKPGKSRDFYHTCYCLSGLSIAQHFGSGAMLHDVVLGVPENALQPTHPVYNIGPDKVIQATTYFLQKPVPGFEELKDETSAEPATD. The pIC50 is 9.7. (6) The small molecule is CC#C[C@H]1CN(S(=O)(=O)c2ccc(N)nc2)CCN1c1ccc(C(O)(CC#N)C(F)(F)F)cc1. The target protein (Q14397) has sequence MPGTKRFQHVIETPEPGKWELSGYEAAVPITEKSNPLTQDLDKADAENIVRLLGQCDAEIFQEEGQALSTYQRLYSESILTTMVQVAGKVQEVLKEPDGGLVVLSGGGTSGRMAFLMSVSFNQLMKGLGQKPLYTYLIAGGDRSVVASREGTEDSALHGIEELKKVAAGKKRVIVIGISVGLSAPFVAGQMDCCMNNTAVFLPVLVGFNPVSMARNDPIEDWSSTFRQVAERMQKMQEKQKAFVLNPAIGPEGLSGSSRMKGGSATKILLETLLLAAHKTVDQGIAASQRCLLEILRTFERAHQVTYSQSPKIATLMKSVSTSLEKKGHVYLVGWQTLGIIAIMDGVECIHTFGADFRDVRGFLIGDHSDMFNQKAELTNQGPQFTFSQEDFLTSILPSLTEIDTVVFIFTLDDNLTEVQTIVEQVKEKTNHIQALAHSTVGQTLPIPLKKLFPSIISITWPLLFFEYEGNFIQKFQRELSTKWVLNTVSTGAHVLLGKI.... The pIC50 is 7.5. (7) The drug is CCc1nc2ccc(N3CCN(CC(=O)NC(C)C)CC3)nn2c1N(C)c1nc(-c2ccc(F)cc2)cs1. The target protein (Q9R1E6) has sequence MARQGCFGSYQVISLFTFAIGVNLCLGFTASRIKRAEWDEGPPTVLSDSPWTNTSGSCKGRCFELQEVGPPDCRCDNLCKSYSSCCHDFDELCLKTARGWECTKDRCGEVRNEENACHCSEDCLSRGDCCTNYQVVCKGESHWVDDDCEEIRVPECPAGFVRPPLIIFSVDGFRASYMKKGSKVMPNIEKLRSCGTHAPYMRPVYPTKTFPNLYTLATGLYPESHGIVGNSMYDPVFDATFHLRGREKFNHRWWGGQPLWITATKQGVRAGTFFWSVSIPHERRILTILQWLSLPDNERPSVYAFYSEQPDFSGHKYGPFGPEMTNPLREIDKTVGQLMDGLKQLKLHRCVNVIFVGDHGMEDVTCDRTEFLSNYLTNVDDITLVPGTLGRIRPKIPNNLKYDPKAIIANLTCKKPDQHFKPYMKQHLPKRLHYANNRRIEDLHLLVERRWHVARKPLDVYKKPSGKCFFQGDHGFDNKVNSMQTVFVGYGPTFKYRTKV.... The pIC50 is 7.3.